From a dataset of Forward reaction prediction with 1.9M reactions from USPTO patents (1976-2016). Predict the product of the given reaction. (1) Given the reactants N(C(OCC)=O)=NC(OCC)=O.P([N:29]=[N+:30]=[N-:31])(=O)(OC1C=CC=CC=1)OC1C=CC=CC=1.CO[O:34][CH2:35][C@@H:36]1[O:40][C@:39](C(C2C=CC=CC=2)(C2C=CC=CC=2)C2C=CC=CC=2)([N:41]2[CH:49]=[C:47]([CH3:48])[C:45](=[O:46])[NH:44][C:42]2=[O:43])[CH2:38][C@@H:37]1O.C1(P(C2C=CC=CC=2)C2C=CC=CC=2)C=CC=CC=1, predict the reaction product. The product is: [CH3:48][C:47]1[C:45](=[O:46])[NH:44][C:42](=[O:43])[N:41]([C@H:39]2[O:40][C@@H:36]([CH2:35][OH:34])[C@H:37]([N:29]=[N+:30]=[N-:31])[CH2:38]2)[CH:49]=1. (2) Given the reactants [OH-].[K+].[F:3][C:4]1([F:34])[CH2:8][N:7]([C:9]([O:11][C:12]([CH3:15])([CH3:14])[CH3:13])=[O:10])[C:6]([CH2:20][C:21]2[CH:26]=[CH:25][C:24]([C:27]3[CH:32]=[CH:31][C:30]([F:33])=[CH:29][N:28]=3)=[CH:23][CH:22]=2)([C:16]([O:18]C)=[O:17])[CH2:5]1, predict the reaction product. The product is: [C:12]([O:11][C:9]([N:7]1[CH2:8][C:4]([F:3])([F:34])[CH2:5][C@@:6]1([CH2:20][C:21]1[CH:26]=[CH:25][C:24]([C:27]2[CH:32]=[CH:31][C:30]([F:33])=[CH:29][N:28]=2)=[CH:23][CH:22]=1)[C:16]([OH:18])=[O:17])=[O:10])([CH3:15])([CH3:13])[CH3:14].